Dataset: Forward reaction prediction with 1.9M reactions from USPTO patents (1976-2016). Task: Predict the product of the given reaction. Given the reactants [CH3:1][C:2]1[CH:7]=[C:6]([O:8][CH2:9][C:10]2[C:11]([C:16]3[CH:21]=[CH:20][CH:19]=[CH:18][CH:17]=3)=[N:12][O:13][C:14]=2[CH3:15])[N:5]=[N:4][C:3]=1[C:22]([OH:24])=O.[NH:25]1[CH2:30][CH2:29][S:28](=[O:32])(=[O:31])[CH2:27][CH2:26]1, predict the reaction product. The product is: [O:31]=[S:28]1(=[O:32])[CH2:29][CH2:30][N:25]([C:22]([C:3]2[N:4]=[N:5][C:6]([O:8][CH2:9][C:10]3[C:11]([C:16]4[CH:21]=[CH:20][CH:19]=[CH:18][CH:17]=4)=[N:12][O:13][C:14]=3[CH3:15])=[CH:7][C:2]=2[CH3:1])=[O:24])[CH2:26][CH2:27]1.